Dataset: Full USPTO retrosynthesis dataset with 1.9M reactions from patents (1976-2016). Task: Predict the reactants needed to synthesize the given product. (1) Given the product [NH2:1][C:2]1[N:3]=[C:4]([CH:9]([CH3:11])[CH3:10])[N:5]=[C:6]([NH:23][CH:20]([CH2:21][CH3:22])[CH2:19][O:18][C:17]2[CH:24]=[CH:25][CH:26]=[C:15]([C:14]([F:13])([F:27])[F:28])[CH:16]=2)[N:7]=1, predict the reactants needed to synthesize it. The reactants are: [NH2:1][C:2]1[N:7]=[C:6](Cl)[N:5]=[C:4]([CH:9]([CH3:11])[CH3:10])[N:3]=1.Cl.[F:13][C:14]([F:28])([F:27])[C:15]1[CH:16]=[C:17]([CH:24]=[CH:25][CH:26]=1)[O:18][CH2:19][CH:20]([NH2:23])[CH2:21][CH3:22].C(=O)([O-])[O-].[K+].[K+].CN(C)C=O. (2) Given the product [CH2:1]([N:3]1[C:8]([CH:9]([OH:10])[C:11]2[CH:12]=[C:13]([CH:16]=[C:17]([CH3:19])[CH:18]=2)[C:14]#[N:15])=[C:7]([CH:20]([CH3:21])[CH3:22])[C:6](=[O:23])[NH:5][C:4]1=[O:24])[CH3:2], predict the reactants needed to synthesize it. The reactants are: [CH2:1]([N:3]1[C:8]([C:9]([C:11]2[CH:12]=[C:13]([CH:16]=[C:17]([CH3:19])[CH:18]=2)[C:14]#[N:15])=[O:10])=[C:7]([CH:20]([CH3:22])[CH3:21])[C:6](=[O:23])[NH:5][C:4]1=[O:24])[CH3:2].[BH4-].[Na+]. (3) Given the product [I:13][C:14]1[CH:19]=[C:18]([I:20])[CH:17]=[CH:16][C:15]=1[O:21][CH2:8][CH:9]([OH:12])[CH2:10][CH3:11], predict the reactants needed to synthesize it. The reactants are: [O-]CC.[Ca+2].[O-]CC.[CH2:8]1[O:12][CH:9]1[CH2:10][CH3:11].[I:13][C:14]1[CH:19]=[C:18]([I:20])[CH:17]=[CH:16][C:15]=1[OH:21]. (4) Given the product [CH:1]1([C:4]2[N:8]=[C:7]([C:9]3[C:10]4[CH2:17][CH2:16][CH2:15][C:11]=4[S:12][C:13]=3[NH:14][C:26]([C:18]3[CH2:22][CH2:21][CH2:20][C:19]=3[C:23]([OH:25])=[O:24])=[O:27])[O:6][N:5]=2)[CH2:3][CH2:2]1, predict the reactants needed to synthesize it. The reactants are: [CH:1]1([C:4]2[N:8]=[C:7]([C:9]3[C:10]4[CH2:17][CH2:16][CH2:15][C:11]=4[S:12][C:13]=3[NH2:14])[O:6][N:5]=2)[CH2:3][CH2:2]1.[C:18]12[C:26](=[O:27])[O:25][C:23](=[O:24])[C:19]=1[CH2:20][CH2:21][CH2:22]2. (5) Given the product [C:31]([N:22]1[CH2:23][CH2:24][CH:19]([NH:18][S:17]([C:10]2[C:11]3[CH2:12][CH2:13][CH2:14][CH2:15][C:16]=3[C:7]([NH:6][C:4](=[O:5])[C:3]3[CH:27]=[CH:28][CH:29]=[CH:30][C:2]=3[CH3:1])=[CH:8][CH:9]=2)(=[O:26])=[O:25])[CH2:20][CH2:21]1)(=[O:35])[CH2:32][CH2:33][CH3:34], predict the reactants needed to synthesize it. The reactants are: [CH3:1][C:2]1[CH:30]=[CH:29][CH:28]=[CH:27][C:3]=1[C:4]([NH:6][C:7]1[C:16]2[CH2:15][CH2:14][CH2:13][CH2:12][C:11]=2[C:10]([S:17](=[O:26])(=[O:25])[NH:18][CH:19]2[CH2:24][CH2:23][NH:22][CH2:21][CH2:20]2)=[CH:9][CH:8]=1)=[O:5].[C:31](Cl)(=[O:35])[CH2:32][CH2:33][CH3:34].C(N(CC)CC)C. (6) Given the product [C:29]1([S:39]([N:11]2[C:12]3[C:8](=[C:7]4[CH2:1][NH:2][CH2:3][CH2:4][O:5][C:6]4=[CH:14][CH:13]=3)[CH:9]=[CH:10]2)(=[O:41])=[O:40])[C:38]2[C:33](=[CH:34][CH:35]=[CH:36][CH:37]=2)[CH:32]=[CH:31][CH:30]=1, predict the reactants needed to synthesize it. The reactants are: [CH2:1]1[C:7]2=[C:8]3[C:12](=[CH:13][CH:14]=[C:6]2[O:5][CH2:4][CH2:3][N:2]1C(OC(C)(C)C)=O)[NH:11][CH:10]=[CH:9]3.[H-].[Na+].CN(C=O)C.[C:29]1([S:39](Cl)(=[O:41])=[O:40])[C:38]2[C:33](=[CH:34][CH:35]=[CH:36][CH:37]=2)[CH:32]=[CH:31][CH:30]=1. (7) Given the product [Cl:18][C:15]1[CH:14]=[N:13][C:12]([O:10][C:7]2[CH:8]=[CH:9][C:4]([CH2:3][CH2:2][OH:1])=[CH:5][CH:6]=2)=[N:17][CH:16]=1, predict the reactants needed to synthesize it. The reactants are: [OH:1][CH2:2][CH2:3][C:4]1[CH:9]=[CH:8][C:7]([OH:10])=[CH:6][CH:5]=1.Cl[C:12]1[N:17]=[CH:16][C:15]([Cl:18])=[CH:14][N:13]=1.C([O-])([O-])=O.[K+].[K+]. (8) Given the product [NH2:1][S:2]([C:5]1[CH:6]=[C:7]([NH:11][C:12]2[N:20]=[C:19]3[C:15]([N:16]=[CH:17][NH:18]3)=[C:14]([C:21]3[CH:22]=[C:23]([C:26]([NH:30][CH3:29])=[O:27])[NH:24][CH:25]=3)[N:13]=2)[CH:8]=[CH:9][CH:10]=1)(=[O:3])=[O:4], predict the reactants needed to synthesize it. The reactants are: [NH2:1][S:2]([C:5]1[CH:6]=[C:7]([NH:11][C:12]2[N:20]=[C:19]3[C:15]([N:16]=[CH:17][NH:18]3)=[C:14]([C:21]3[CH:22]=[C:23]([C:26](O)=[O:27])[NH:24][CH:25]=3)[N:13]=2)[CH:8]=[CH:9][CH:10]=1)(=[O:4])=[O:3].[CH3:29][N:30](C(ON1N=NC2C=CC=CC1=2)=[N+](C)C)C.F[P-](F)(F)(F)(F)F.CN.C1COCC1.